From a dataset of Forward reaction prediction with 1.9M reactions from USPTO patents (1976-2016). Predict the product of the given reaction. Given the reactants [Cl:1][C:2]1[CH:3]=[CH:4][C:5]([C:9]2[N:13]([CH2:14][C:15]3[CH:20]=[CH:19][CH:18]=[C:17]([Cl:21])[CH:16]=3)[C:12]3[CH:22]=[C:23]([F:27])[C:24]([F:26])=[CH:25][C:11]=3[N:10]=2)=[C:6]([OH:8])[CH:7]=1.Br[CH2:29][CH:30]1[CH2:32][CH2:31]1, predict the reaction product. The product is: [Cl:21][C:17]1[CH:16]=[C:15]([CH:20]=[CH:19][CH:18]=1)[CH2:14][N:13]1[C:12]2[CH:22]=[C:23]([F:27])[C:24]([F:26])=[CH:25][C:11]=2[N:10]=[C:9]1[C:5]1[CH:4]=[CH:3][C:2]([Cl:1])=[CH:7][C:6]=1[O:8][CH2:29][CH:30]1[CH2:32][CH2:31]1.